Task: Predict which catalyst facilitates the given reaction.. Dataset: Catalyst prediction with 721,799 reactions and 888 catalyst types from USPTO Reactant: Cl[C:2]1[C:7]([NH:8][C:9](=[O:18])[C:10]2[CH:15]=[CH:14][C:13]([O:16][CH3:17])=[CH:12][CH:11]=2)=[CH:6][CH:5]=[C:4]([Cl:19])[N:3]=1.C([O-])([O-])=O.[K+].[K+].O. Product: [Cl:19][C:4]1[N:3]=[C:2]2[O:18][C:9]([C:10]3[CH:15]=[CH:14][C:13]([O:16][CH3:17])=[CH:12][CH:11]=3)=[N:8][C:7]2=[CH:6][CH:5]=1. The catalyst class is: 3.